This data is from Catalyst prediction with 721,799 reactions and 888 catalyst types from USPTO. The task is: Predict which catalyst facilitates the given reaction. (1) Product: [NH2:9][C:7]1[CH:8]=[CH:4][N:5]([C:22]([O:21][C:18]([CH3:20])([CH3:19])[CH3:17])=[O:23])[N:6]=1. The catalyst class is: 12. Reactant: C1([C:4]2[CH:8]=[C:7]([NH2:9])[NH:6][N:5]=2)CC1.C(N(CC)CC)C.[CH3:17][C:18]([O:21][C:22](O[C:22]([O:21][C:18]([CH3:20])([CH3:19])[CH3:17])=[O:23])=[O:23])([CH3:20])[CH3:19]. (2) Reactant: [CH3:1][O:2][CH:3]([O:7][CH3:8])[CH2:4][NH:5][CH3:6].[C:9]([NH:19][CH2:20][C:21]([OH:23])=O)([O:11][CH2:12][C:13]1[CH:18]=[CH:17][CH:16]=[CH:15][CH:14]=1)=[O:10].Cl.CN(C)CCCN=C=NCC.O.ON1C2C=CC=CC=2N=N1.C(N(CC)C(C)C)(C)C. Product: [CH2:12]([O:11][C:9]([NH:19][CH2:20][C:21]([N:5]([CH2:4][CH:3]([O:7][CH3:8])[O:2][CH3:1])[CH3:6])=[O:23])=[O:10])[C:13]1[CH:14]=[CH:15][CH:16]=[CH:17][CH:18]=1. The catalyst class is: 18. (3) Reactant: [Br:1][C:2]1[CH:3]=[C:4]2[C:10]3([CH2:14][CH2:13][N:12]([C:15](=[O:21])[CH2:16][O:17]C(=O)C)[CH2:11]3)[CH2:9][N:8]([C:22]([NH:24][C:25]3[S:26][C:27]([Cl:30])=[CH:28][N:29]=3)=[O:23])[C:5]2=[CH:6][CH:7]=1.[OH-].[Na+]. Product: [Br:1][C:2]1[CH:3]=[C:4]2[C:10]3([CH2:14][CH2:13][N:12]([C:15](=[O:21])[CH2:16][OH:17])[CH2:11]3)[CH2:9][N:8]([C:22]([NH:24][C:25]3[S:26][C:27]([Cl:30])=[CH:28][N:29]=3)=[O:23])[C:5]2=[CH:6][CH:7]=1. The catalyst class is: 193. (4) Reactant: [C-:1]#[N:2].[K+].Cl[C:5]1[S:17][C:8]2=[CH:9][C:10]3[NH:11][CH2:12][CH2:13][O:14][C:15]=3[CH:16]=[C:7]2[N:6]=1.O. Product: [S:17]1[C:8]2=[CH:9][C:10]3[NH:11][CH2:12][CH2:13][O:14][C:15]=3[CH:16]=[C:7]2[N:6]=[C:5]1[C:1]#[N:2]. The catalyst class is: 16. (5) Reactant: [CH3:1][CH:2]([N:4]1[C:12](/[CH:13]=[CH:14]/[C@H:15]([OH:24])[CH2:16][C@H:17]([OH:23])[CH2:18][C:19]([O:21]C)=[O:20])=[C:11]([C:25]2[CH:30]=[CH:29][C:28]([F:31])=[CH:27][CH:26]=2)[C:10]2[C:5]1=[CH:6][CH:7]=[CH:8][CH:9]=2)[CH3:3].CC(C)=O.[OH-].[Na+:37]. Product: [CH3:3][CH:2]([N:4]1[C:12](/[CH:13]=[CH:14]/[CH:15]([OH:24])[CH2:16][CH:17]([OH:23])[CH2:18][C:19]([O-:21])=[O:20])=[C:11]([C:25]2[CH:26]=[CH:27][C:28]([F:31])=[CH:29][CH:30]=2)[C:10]2[CH:9]=[CH:8][CH:7]=[CH:6][C:5]1=2)[CH3:1].[Na+:37]. The catalyst class is: 14. (6) Reactant: [CH2:1]([S:4][C:5]1[N:9]([CH2:10][C:11]2[CH:16]=[CH:15][C:14]([C:17]3[CH:22]=[CH:21][CH:20]=[CH:19][C:18]=3[C:23]3[NH:27][N:26]=[N:25][N:24]=3)=[CH:13][CH:12]=2)[C:8]2[C:28]([C:32]([O:34]CC)=[O:33])=[CH:29][CH:30]=[CH:31][C:7]=2[N:6]=1)[CH2:2][CH3:3].[OH-].[Na+]. Product: [CH2:1]([S:4][C:5]1[N:9]([CH2:10][C:11]2[CH:12]=[CH:13][C:14]([C:17]3[CH:22]=[CH:21][CH:20]=[CH:19][C:18]=3[C:23]3[NH:27][N:26]=[N:25][N:24]=3)=[CH:15][CH:16]=2)[C:8]2[C:28]([C:32]([OH:34])=[O:33])=[CH:29][CH:30]=[CH:31][C:7]=2[N:6]=1)[CH2:2][CH3:3]. The catalyst class is: 5.